Dataset: Full USPTO retrosynthesis dataset with 1.9M reactions from patents (1976-2016). Task: Predict the reactants needed to synthesize the given product. (1) Given the product [CH2:14]([N:13]1[C:9]([O:8][C:7]2[CH:26]=[CH:27][C:4]([CH:3]=[O:2])=[CH:5][CH:6]=2)=[CH:10][C:11]([C:16]2[CH:17]=[C:18]([C:22]([NH:25][S:33]([CH2:32][C:31]([F:38])([F:37])[F:30])(=[O:35])=[O:34])([CH3:24])[CH3:23])[CH:19]=[CH:20][CH:21]=2)=[N:12]1)[CH3:15], predict the reactants needed to synthesize it. The reactants are: C[O:2][CH:3](OC)[C:4]1[CH:27]=[CH:26][C:7]([O:8][C:9]2[N:13]([CH2:14][CH3:15])[N:12]=[C:11]([C:16]3[CH:17]=[C:18]([C:22]([NH2:25])([CH3:24])[CH3:23])[CH:19]=[CH:20][CH:21]=3)[CH:10]=2)=[CH:6][CH:5]=1.[F:30][C:31]([F:38])([F:37])[CH2:32][S:33](Cl)(=[O:35])=[O:34].C(N(CC)CC)C.C(O)(C(F)(F)F)=O. (2) Given the product [C:21]([C:25]1[CH:26]=[CH:27][C:28]([NH:29][C:7](=[O:8])[C:6]2[CH:10]=[CH:11][C:3]([C:1]#[N:2])=[CH:4][CH:5]=2)=[CH:30][CH:31]=1)([CH3:24])([CH3:22])[CH3:23], predict the reactants needed to synthesize it. The reactants are: [C:1]([C:3]1[CH:11]=[CH:10][C:6]([C:7](Cl)=[O:8])=[CH:5][CH:4]=1)#[N:2].CCN(C(C)C)C(C)C.[C:21]([C:25]1[CH:31]=[CH:30][C:28]([NH2:29])=[CH:27][CH:26]=1)([CH3:24])([CH3:23])[CH3:22]. (3) Given the product [C:10]([NH:14][C:15]1[N:16]=[C:17]([NH:9][C:5]2[CH:4]=[C:3]([CH:1]=[CH2:2])[N:8]=[CH:7][N:6]=2)[CH:18]=[C:19]2[C:24]=1[C:23](=[O:25])[N:22]([CH2:26][CH2:27][OH:28])[CH:21]=[CH:20]2)([CH3:13])([CH3:12])[CH3:11], predict the reactants needed to synthesize it. The reactants are: [CH:1]([C:3]1[N:8]=[CH:7][N:6]=[C:5]([NH2:9])[CH:4]=1)=[CH2:2].[C:10]([NH:14][C:15]1[N:16]=[C:17](Cl)[CH:18]=[C:19]2[C:24]=1[C:23](=[O:25])[N:22]([CH2:26][CH2:27][OH:28])[CH:21]=[CH:20]2)([CH3:13])([CH3:12])[CH3:11].C([O-])([O-])=O.[Cs+].[Cs+].